The task is: Regression. Given a peptide amino acid sequence and an MHC pseudo amino acid sequence, predict their binding affinity value. This is MHC class II binding data.. This data is from Peptide-MHC class II binding affinity with 134,281 pairs from IEDB. (1) The peptide sequence is AAATAGTTVYGAFYA. The MHC is HLA-DQA10401-DQB10402 with pseudo-sequence HLA-DQA10401-DQB10402. The binding affinity (normalized) is 0.328. (2) The MHC is DRB4_0101 with pseudo-sequence DRB4_0103. The peptide sequence is FEAMYLGTCQTLTPM. The binding affinity (normalized) is 0.547.